From a dataset of Forward reaction prediction with 1.9M reactions from USPTO patents (1976-2016). Predict the product of the given reaction. (1) Given the reactants [CH3:1][O:2][C:3]1[CH:4]=[C:5]([CH:9]=[C:10]([N+:12]([O-:14])=[O:13])[CH:11]=1)[C:6](O)=[O:7].C(Cl)(C([Cl:19])=O)=O.CN(C=O)C, predict the reaction product. The product is: [CH3:1][O:2][C:3]1[CH:4]=[C:5]([CH:9]=[C:10]([N+:12]([O-:14])=[O:13])[CH:11]=1)[C:6]([Cl:19])=[O:7]. (2) Given the reactants C(O[CH2:7][CH2:8][CH2:9][CH2:10][CH2:11][CH2:12][CH2:13][CH2:14][CH2:15][CH2:16][CH2:17]C)(=O)C(C)=C.C(OCCCCCCCC)(=O)C(C)=C, predict the reaction product. The product is: [CH3:17][CH2:16][CH2:15][CH2:14][CH2:13][CH2:12][CH2:11][CH2:10][CH2:9][CH2:8][CH3:7]. (3) Given the reactants [CH3:1][N:2]([CH2:4][CH:5]1[CH2:10][CH2:9]/[C:8](=[CH:11]/[C:12]2[CH:13]=[C:14]([CH:18]=[CH:19][CH:20]=2)[C:15]([OH:17])=O)/[CH:7]=[C:6]1[C:21]1[CH:26]=[CH:25][CH:24]=[C:23]([O:27][CH3:28])[CH:22]=1)[CH3:3].C1CCC(N=C=NC2CCCCC2)CC1.O[CH:45]1[CH2:50][C:49](=O)[NH:48][C:46]1=O.C(NCC)C.[Cl-].[Na+], predict the reaction product. The product is: [CH3:3][N:2]([CH2:4][CH:5]1[CH2:10][CH2:9]/[C:8](=[CH:11]/[C:12]2[CH:13]=[C:14]([CH:18]=[CH:19][CH:20]=2)[C:15]([N:48]([CH2:49][CH3:50])[CH2:46][CH3:45])=[O:17])/[CH:7]=[C:6]1[C:21]1[CH:26]=[CH:25][CH:24]=[C:23]([O:27][CH3:28])[CH:22]=1)[CH3:1]. (4) Given the reactants [CH3:1][O:2][C:3]([C@@H:5]1[CH2:9][CH2:8][C@@H:7]([NH:10]C(OC(C)(C)C)=O)[CH2:6]1)=[O:4].[F:18][C:19]([F:24])([F:23])[C:20]([OH:22])=[O:21].N[C@@H]1CC[C@@H](C(N)=O)C1, predict the reaction product. The product is: [F:18][C:19]([F:24])([F:23])[C:20]([OH:22])=[O:21].[CH3:1][O:2][C:3]([C@@H:5]1[CH2:9][CH2:8][C@@H:7]([NH2:10])[CH2:6]1)=[O:4]. (5) The product is: [Cl:1][C:2]1[CH:7]=[CH:6][CH:5]=[C:4]([CH3:8])[C:3]=1[NH:9][C:10]([NH:23][C:24]1[CH:32]=[C:31]([O:33][CH3:34])[C:30]([O:35][CH3:36])=[CH:29][C:25]=1[C:26]([NH:68][C@H:69]([C:74]([OH:76])=[O:75])[C@H:70]([CH2:72][CH3:73])[CH3:71])=[O:28])=[O:11]. Given the reactants [Cl:1][C:2]1[CH:7]=[CH:6][CH:5]=[C:4]([CH3:8])[C:3]=1[N:9]=[C:10]=[O:11].CC1C=CC=C(C)C=1N=C=O.[NH2:23][C:24]1[CH:32]=[C:31]([O:33][CH3:34])[C:30]([O:35][CH3:36])=[CH:29][C:25]=1[C:26]([OH:28])=O.NC1C(C(O)=O)=CC2C(C=1)=CC=CC=2.C([NH:68][C@H:69]([C:74]([OH:76])=[O:75])[C@H:70]([CH2:72][CH3:73])[CH3:71])(OCC1C2C(=CC=CC=2)C2C1=CC=CC=2)=O.N(C(OCC1C2C(=CC=CC=2)C2C1=CC=CC=2)=O)[C@H](C(O)=O)CC(=O)OC(C)(C)C, predict the reaction product. (6) Given the reactants [Cl:1][C:2]1[CH:7]=[C:6]([CH3:8])[CH:5]=[CH:4][C:3]=1[C:9]1[C:10]([C:15]([O:17]CC)=[O:16])=[CH:11][CH:12]=[CH:13][CH:14]=1.[OH-].[Na+], predict the reaction product. The product is: [Cl:1][C:2]1[CH:7]=[C:6]([CH3:8])[CH:5]=[CH:4][C:3]=1[C:9]1[C:10]([C:15]([OH:17])=[O:16])=[CH:11][CH:12]=[CH:13][CH:14]=1. (7) Given the reactants [NH2:1][C:2]1[C:3]([N:29]2[CH2:34][CH2:33][O:32][CH2:31][CH2:30]2)=[N:4][C:5]([CH:14]=[CH:15][CH:16]=[CH:17][C:18]2[CH:23]=[CH:22][C:21]([N:24]([CH2:27][CH3:28])[CH2:25][CH3:26])=[CH:20][CH:19]=2)=[N:6][C:7]=1[N:8]1[CH2:13][CH2:12][O:11][CH2:10][CH2:9]1, predict the reaction product. The product is: [NH2:1][C:2]1[C:3]([N:29]2[CH2:30][CH2:31][O:32][CH2:33][CH2:34]2)=[N:4][C:5]([CH2:14][CH2:15][CH2:16][CH2:17][C:18]2[CH:19]=[CH:20][C:21]([N:24]([CH2:25][CH3:26])[CH2:27][CH3:28])=[CH:22][CH:23]=2)=[N:6][C:7]=1[N:8]1[CH2:13][CH2:12][O:11][CH2:10][CH2:9]1. (8) Given the reactants [I:1][C:2]1[C:6]2[C:7]([O:11][CH3:12])=[N:8][CH:9]=[CH:10][C:5]=2[NH:4][CH:3]=1.[H-].[Na+].CC1C=CC(S(O[CH:26]2[CH2:30][CH2:29][O:28][CH2:27]2)(=O)=O)=CC=1, predict the reaction product. The product is: [I:1][C:2]1[C:6]2[C:7]([O:11][CH3:12])=[N:8][CH:9]=[CH:10][C:5]=2[N:4]([CH:26]2[CH2:30][CH2:29][O:28][CH2:27]2)[CH:3]=1.